Dataset: PAMPA (Parallel Artificial Membrane Permeability Assay) permeability data from NCATS. Task: Regression/Classification. Given a drug SMILES string, predict its absorption, distribution, metabolism, or excretion properties. Task type varies by dataset: regression for continuous measurements (e.g., permeability, clearance, half-life) or binary classification for categorical outcomes (e.g., BBB penetration, CYP inhibition). Dataset: pampa_ncats. (1) The drug is C1=CC=C2C(=C1)C(=NC(=N2)C3=CC(=NC=C3)F)NC4=CC(=C(C=C4)F)F. The result is 1 (high permeability). (2) The molecule is CC1=C(NC(=C1C(=O)C)C)C(=O)NC2=CC(=CC=C2)[S+](=O)(NC3=CC=C(C=C3)C(=O)C)[O-]. The result is 0 (low-to-moderate permeability). (3) The compound is CC1=NN2CCCN(C2=C1C3=CC=CC=C3C4=CC=CC=C4)CCC(C)C. The result is 1 (high permeability).